Dataset: Full USPTO retrosynthesis dataset with 1.9M reactions from patents (1976-2016). Task: Predict the reactants needed to synthesize the given product. (1) Given the product [CH3:28][Si:21]([CH3:29])([C:22]1[CH:27]=[CH:26][CH:25]=[CH:24][CH:23]=1)[C:2]1[CH:7]=[CH:6][CH:5]=[CH:4][C:3]=1[CH:8]=[O:12], predict the reactants needed to synthesize it. The reactants are: Br[C:2]1[CH:7]=[CH:6][CH:5]=[CH:4][C:3]=1[CH:8]([O:12]CC)OCC.C([Li])CCC.Cl[Si:21]([CH3:29])([CH3:28])[C:22]1[CH:27]=[CH:26][CH:25]=[CH:24][CH:23]=1.Cl. (2) Given the product [CH3:27][O:28][CH2:29][CH2:30][NH:31][C:13]([C:11]1[S:12][C:8]([C:5]2[CH:6]=[N:7][C:2]([NH2:1])=[C:3]([C:16]3[NH:20][C:19]4[CH:21]=[C:22]([O:25][CH3:26])[CH:23]=[CH:24][C:18]=4[N:17]=3)[CH:4]=2)=[CH:9][CH:10]=1)=[O:15], predict the reactants needed to synthesize it. The reactants are: [NH2:1][C:2]1[N:7]=[CH:6][C:5]([C:8]2[S:12][C:11]([C:13]([OH:15])=O)=[CH:10][CH:9]=2)=[CH:4][C:3]=1[C:16]1[NH:20][C:19]2[CH:21]=[C:22]([O:25][CH3:26])[CH:23]=[CH:24][C:18]=2[N:17]=1.[CH3:27][O:28][CH2:29][CH2:30][NH2:31].C1C=CC2N(O)N=NC=2C=1.C(Cl)CCl.CN1CCOCC1. (3) Given the product [O:1]=[S:2]1(=[O:37])[C:8]2[CH:9]=[C:10]([O:20][CH2:45][C:44](=[O:55])[NH:43][CH:42]([C:41]([OH:40])=[O:50])[C:67]3[CH:68]=[CH:69][CH:70]=[CH:71][CH:72]=3)[C:11]([S:13][CH2:14][C:15]([OH:17])=[O:16])=[CH:12][C:7]=2[N:6]([C:25]2[CH:30]=[CH:29][CH:28]=[CH:27][CH:26]=2)[CH2:5][C:4]([CH2:33][CH2:34][CH2:35][CH3:36])([CH2:31][CH3:32])[CH2:3]1, predict the reactants needed to synthesize it. The reactants are: [O:1]=[S:2]1(=[O:37])[C:8]2[CH:9]=[C:10]([O:20]CC(O)=O)[C:11]([S:13][CH2:14][C:15]([O:17]CC)=[O:16])=[CH:12][C:7]=2[N:6]([C:25]2[CH:30]=[CH:29][CH:28]=[CH:27][CH:26]=2)[CH2:5][C:4]([CH2:33][CH2:34][CH2:35][CH3:36])([CH2:31][CH3:32])[CH2:3]1.Cl.C[O:40][C:41](=[O:50])[CH2:42][NH:43][C:44]1C=CC=C[CH:45]=1.CN1CC[O:55]CC1.CN(C(ON1N=N[C:68]2[CH:69]=[CH:70][CH:71]=[CH:72][C:67]1=2)=[N+](C)C)C.[B-](F)(F)(F)F. (4) Given the product [CH3:1][O:2][C:3]1[C:8]([O:9][CH3:10])=[C:7]([O:11][CH2:12][C:13]2[CH:18]=[CH:17][CH:16]=[CH:15][CH:14]=2)[C:6]([CH3:19])=[C:5]([CH2:20][CH2:21][C:22]2[CH:27]=[CH:26][C:25]([O:28][CH2:40][CH2:41][F:42])=[CH:24][CH:23]=2)[N:4]=1, predict the reactants needed to synthesize it. The reactants are: [CH3:1][O:2][C:3]1[C:8]([O:9][CH3:10])=[C:7]([O:11][CH2:12][C:13]2[CH:18]=[CH:17][CH:16]=[CH:15][CH:14]=2)[C:6]([CH3:19])=[C:5]([CH2:20][CH2:21][C:22]2[CH:27]=[CH:26][C:25]([OH:28])=[CH:24][CH:23]=2)[N:4]=1.CN(C=O)C.[OH-].[Na+].S(C1C=CC(C)=CC=1)(O[CH2:40][CH2:41][F:42])(=O)=O. (5) Given the product [CH3:9][O:10][C:11](=[O:20])[CH2:12][CH2:13][CH2:14][C:15]1[S:16][C:17]([Br:8])=[CH:18][CH:19]=1, predict the reactants needed to synthesize it. The reactants are: C1C(=O)N([Br:8])C(=O)C1.[CH3:9][O:10][C:11](=[O:20])[CH2:12][CH2:13][CH2:14][C:15]1[S:16][CH:17]=[CH:18][CH:19]=1.C(OP(CCCCC1C=CSC=1Br)(=O)OCC)C. (6) Given the product [CH3:15][O:14][C:12]1[CH:13]=[C:3]2[C:4](=[CH:10][C:11]=1[O:16][CH3:17])[CH:5]([C:43]#[N:44])[O:6][C:1]2=[O:2], predict the reactants needed to synthesize it. The reactants are: [CH:1]([C:3]1[CH:13]=[C:12]([O:14][CH3:15])[C:11]([O:16][CH3:17])=[CH:10][C:4]=1[C:5](N(C)C)=[O:6])=[O:2].[C-]#N.[K+].C1OCCOCCOCCOCCOCCOC1.C[Si]([C:43]#[N:44])(C)C.C(=O)(O)[O-].[Na+].